This data is from Full USPTO retrosynthesis dataset with 1.9M reactions from patents (1976-2016). The task is: Predict the reactants needed to synthesize the given product. (1) Given the product [F:1][CH:2]([F:17])[CH:3]1[CH2:6][CH:5]([C:7]([OH:9])=[O:8])[CH2:4]1, predict the reactants needed to synthesize it. The reactants are: [F:1][CH:2]([F:17])[CH:3]1[CH2:6][CH:5]([C:7]([O:9]CC2C=CC=CC=2)=[O:8])[CH2:4]1.[BH4-].[Na+].O.Cl. (2) Given the product [NH2:1][CH2:4][C:5]1[CH:6]=[CH:7][C:8]([S:11]([NH:14][CH3:15])(=[O:13])=[O:12])=[CH:9][CH:10]=1, predict the reactants needed to synthesize it. The reactants are: [N:1]([CH2:4][C:5]1[CH:10]=[CH:9][C:8]([S:11]([NH:14][CH3:15])(=[O:13])=[O:12])=[CH:7][CH:6]=1)=[N+]=[N-].C1CCC=CC=1. (3) Given the product [F:23][CH:2]([F:1])[CH2:3][N:4]1[C:9]2[N:10]=[CH:11][S:12][C:8]=2[C:7]([O:13][CH2:32][C:31]#[CH:30])=[C:6]([C:14]2[CH:19]=[CH:18][CH:17]=[CH:16][C:15]=2[I:20])[S:5]1(=[O:21])=[O:22], predict the reactants needed to synthesize it. The reactants are: [F:1][CH:2]([F:23])[CH2:3][N:4]1[C:9]2[N:10]=[CH:11][S:12][C:8]=2[C:7]([OH:13])=[C:6]([C:14]2[CH:19]=[CH:18][CH:17]=[CH:16][C:15]=2[I:20])[S:5]1(=[O:22])=[O:21].C(=O)([O-])[O-].[K+].[K+].[CH2:30](Br)[C:31]#[CH:32].